From a dataset of Reaction yield outcomes from USPTO patents with 853,638 reactions. Predict the reaction yield, written as a fraction of the theoretical maximum amount of product (1.0 means a 100% yield; for example, 0.34 means a 34% yield). (1) The reactants are C([NH:11][CH2:12][CH2:13][CH2:14][CH2:15][C:16]1[CH:21]=[CH:20][CH:19]=[CH:18][C:17]=1[O:22][CH2:23][CH:24]([OH:27])[CH2:25][OH:26])(OCC1C=CC=CC=1)=O.[H][H]. The catalyst is CO.[Pd]. The product is [OH:27][CH:24]([CH2:25][OH:26])[CH2:23][O:22][C:17]1[CH:18]=[CH:19][CH:20]=[CH:21][C:16]=1[CH2:15][CH2:14][CH2:13][CH2:12][NH2:11]. The yield is 0.660. (2) The reactants are Br[C:2]1[CH:23]=[CH:22][C:5]2[C:6]3[N:10]([CH2:11][CH2:12][O:13][C:4]=2[CH:3]=1)[CH:9]=[C:8]([C:14]1[N:15]([CH:19]([CH3:21])[CH3:20])[N:16]=[CH:17][N:18]=1)[N:7]=3.C([O-])(=O)C.[K+].O1CCCCC1[O:35][CH2:36][CH2:37][N:38]1[CH:42]=[C:41](B2OC(C)(C)C(C)(C)O2)[CH:40]=[N:39]1.Cl. The catalyst is CC#N.CCOC(C)=O.O.C(Cl)Cl.O1CCOCC1.[Pd].C1(P(C2C=CC=CC=2)C2C=CC=CC=2)C=CC=CC=1.C1(P(C2C=CC=CC=2)C2C=CC=CC=2)C=CC=CC=1.C1(P(C2C=CC=CC=2)C2C=CC=CC=2)C=CC=CC=1.C1(P(C2C=CC=CC=2)C2C=CC=CC=2)C=CC=CC=1. The product is [CH:19]([N:15]1[C:14]([C:8]2[N:7]=[C:6]3[C:5]4[CH:22]=[CH:23][C:2]([C:41]5[CH:40]=[N:39][N:38]([CH2:37][CH2:36][OH:35])[CH:42]=5)=[CH:3][C:4]=4[O:13][CH2:12][CH2:11][N:10]3[CH:9]=2)=[N:18][CH:17]=[N:16]1)([CH3:21])[CH3:20]. The yield is 0.740. (3) The reactants are N[C:2]1[CH:10]=[C:9]2[C:5]([CH2:6][O:7][C:8]2=[C:11]2[C:19]3[C:14](=[CH:15][CH:16]=[C:17]([Cl:20])[CH:18]=3)[NH:13][C:12]2=[O:21])=[CH:4][CH:3]=1.[CH:22]([N:25](CC)C(C)C)(C)[CH3:23].C(Cl)(=[O:33])C. The catalyst is C1COCC1. The product is [Cl:20][C:17]1[CH:18]=[C:19]2[C:14](=[CH:15][CH:16]=1)[NH:13][C:12](=[O:21])[C:11]2=[C:8]1[C:9]2[C:5](=[CH:4][CH:3]=[C:2]([CH2:23][C:22]([NH2:25])=[O:33])[CH:10]=2)[CH2:6][O:7]1. The yield is 0.730. (4) The product is [Cl:1][C:2]1[CH:7]=[C:6]([CH:5]=[C:4]([Cl:11])[C:3]=1[C:12]#[C:13][C:14]([CH3:16])([CH3:15])[CH3:17])[NH2:8]. The reactants are [Cl:1][C:2]1[CH:7]=[C:6]([N+:8]([O-])=O)[CH:5]=[C:4]([Cl:11])[C:3]=1[C:12]#[C:13][C:14]([CH3:17])([CH3:16])[CH3:15].[Cl-].[NH4+]. The catalyst is CO.O.[Fe]. The yield is 0.700. (5) The reactants are [CH3:1][O:2][P:3]([CH2:7][NH:8][S:9]([C:12]1[S:13][C:14]2[CH:20]=[CH:19][CH:18]=[CH:17][C:15]=2[CH:16]=1)(=[O:11])=[O:10])(=[O:6])[O:4][CH3:5].[C:21](=O)([O-])[O-].[Cs+].[Cs+].CI. The catalyst is CN(C=O)C. The product is [CH3:1][O:2][P:3]([CH2:7][N:8]([S:9]([C:12]1[S:13][C:14]2[CH:20]=[CH:19][CH:18]=[CH:17][C:15]=2[CH:16]=1)(=[O:10])=[O:11])[CH3:21])(=[O:6])[O:4][CH3:5]. The yield is 0.630. (6) The reactants are C(OC([N:8]1[C:12]([CH3:14])([CH3:13])[CH2:11][C:10](=[O:15])[N:9]1[C:16]1[N:21]=[CH:20][C:19]([C:22]#[C:23][C:24]2[CH:29]=[CH:28][CH:27]=[C:26]([F:30])[CH:25]=2)=[CH:18][N:17]=1)=O)(C)(C)C.C(O)(C(F)(F)F)=O. The catalyst is ClCCl. The product is [F:30][C:26]1[CH:25]=[C:24]([C:23]#[C:22][C:19]2[CH:20]=[N:21][C:16]([N:9]3[C:10](=[O:15])[CH2:11][C:12]([CH3:14])([CH3:13])[NH:8]3)=[N:17][CH:18]=2)[CH:29]=[CH:28][CH:27]=1. The yield is 0.690.